Dataset: Peptide-MHC class I binding affinity with 185,985 pairs from IEDB/IMGT. Task: Regression. Given a peptide amino acid sequence and an MHC pseudo amino acid sequence, predict their binding affinity value. This is MHC class I binding data. (1) The peptide sequence is LRNIYETEF. The MHC is HLA-A02:19 with pseudo-sequence HLA-A02:19. The binding affinity (normalized) is 0.0847. (2) The peptide sequence is YTLNDAPYI. The MHC is HLA-A02:03 with pseudo-sequence HLA-A02:03. The binding affinity (normalized) is 0.416. (3) The peptide sequence is EFSRSILWDY. The MHC is HLA-A29:02 with pseudo-sequence HLA-A29:02. The binding affinity (normalized) is 0.350. (4) The peptide sequence is GEIFGLLGP. The MHC is HLA-B40:01 with pseudo-sequence HLA-B40:01. The binding affinity (normalized) is 0.728. (5) The peptide sequence is RLITANPIV. The MHC is HLA-A02:01 with pseudo-sequence HLA-A02:01. The binding affinity (normalized) is 0.619. (6) The peptide sequence is GPMKLVMAF. The MHC is HLA-B53:01 with pseudo-sequence HLA-B53:01. The binding affinity (normalized) is 0.602. (7) The peptide sequence is FMEEEIKAEM. The MHC is HLA-A02:02 with pseudo-sequence HLA-A02:02. The binding affinity (normalized) is 0.359.